Dataset: HIV replication inhibition screening data with 41,000+ compounds from the AIDS Antiviral Screen. Task: Binary Classification. Given a drug SMILES string, predict its activity (active/inactive) in a high-throughput screening assay against a specified biological target. (1) The compound is O=S(=O)(NC1CCCCC1)c1ccc2c(c1)OCCOCCOCCOCCO2. The result is 0 (inactive). (2) The drug is O=C1C=CC2(CCC23C=CC(=O)O3)O1. The result is 0 (inactive). (3) The drug is CCN(CC)CCN(C(=O)C(C)(C)C)c1ccccc1N. The result is 0 (inactive).